From a dataset of Full USPTO retrosynthesis dataset with 1.9M reactions from patents (1976-2016). Predict the reactants needed to synthesize the given product. Given the product [Cl:45][C:38]1[C:39]([F:44])=[CH:40][CH:41]=[C:42]([Cl:43])[C:37]=1[C@H:35]([C:27]1[C:28]2[C:29](=[N:30][CH:31]=[C:32]([C:56]3[CH:57]=[N:58][N:59]([CH:61]4[CH2:66][CH2:65][NH:64][CH2:63][CH2:62]4)[CH:60]=3)[CH:33]=2)[NH:25][CH:26]=1)[CH3:36], predict the reactants needed to synthesize it. The reactants are: C1C2C(COC(=O)N[C@H](C([N:25]3[C:29]4=[N:30][CH:31]=[C:32](Br)[CH:33]=[C:28]4[C:27]([C@@H:35]([C:37]4[C:42]([Cl:43])=[CH:41][CH:40]=[C:39]([F:44])[C:38]=4[Cl:45])[CH3:36])=[CH:26]3)=O)CC(C)C)C3C(=CC=CC=3)C=2C=CC=1.Cl.CC1(C)C(C)(C)OB([C:56]2[CH:57]=[N:58][N:59]([CH:61]3[CH2:66][CH2:65][NH:64][CH2:63][CH2:62]3)[CH:60]=2)O1.ClC1C=CC=C(Cl)C=1C(C1C2C(=NC=C(C3C=NN(C4CCNCC4)C=3)C=2)NC=1)C.